This data is from Forward reaction prediction with 1.9M reactions from USPTO patents (1976-2016). The task is: Predict the product of the given reaction. (1) Given the reactants [H-].[Na+].[C:3]([O:9][CH2:10][CH3:11])(=[O:8])[CH2:4][C:5]([CH3:7])=[O:6].C([Li])CCC.CCCCCC.Br[CH2:24][CH2:25][CH2:26][CH2:27][CH2:28][CH2:29][CH2:30][CH2:31][CH2:32][CH2:33][CH2:34][CH2:35][CH2:36][CH2:37][CH2:38]C, predict the reaction product. The product is: [CH2:10]([O:9][C:3](=[O:8])[CH2:4][C:5](=[O:6])[CH2:7][CH2:38][CH2:37][CH2:36][CH2:35][CH2:34][CH2:33][CH2:32][CH2:31][CH2:30][CH2:29][CH2:28][CH2:27][CH2:26][CH2:25][CH3:24])[CH3:11]. (2) Given the reactants [CH3:1][Si:2]([CH3:45])([CH3:44])[CH2:3][CH2:4][O:5][CH2:6][N:7]([CH2:36][O:37][CH2:38][CH2:39][Si:40]([CH3:43])([CH3:42])[CH3:41])[C:8]1[N:13]2[N:14]=[CH:15][C:16]([C:17]3[CH:18]=[N:19][C:20]4[C:25]([CH:26]=3)=[CH:24][C:23]([F:27])=[CH:22][CH:21]=4)=[C:12]2[N:11]=[C:10]([CH2:28][NH:29][C:30]2([CH2:33][OH:34])[CH2:32][CH2:31]2)[C:9]=1[Br:35].C(N(CC)C(C)C)(C)C.[C:55](O[C:55]([O:57][C:58]([CH3:61])([CH3:60])[CH3:59])=[O:56])([O:57][C:58]([CH3:61])([CH3:60])[CH3:59])=[O:56], predict the reaction product. The product is: [CH3:1][Si:2]([CH3:45])([CH3:44])[CH2:3][CH2:4][O:5][CH2:6][N:7]([CH2:36][O:37][CH2:38][CH2:39][Si:40]([CH3:43])([CH3:42])[CH3:41])[C:8]1[N:13]2[N:14]=[CH:15][C:16]([C:17]3[CH:18]=[N:19][C:20]4[C:25]([CH:26]=3)=[CH:24][C:23]([F:27])=[CH:22][CH:21]=4)=[C:12]2[N:11]=[C:10]([CH2:28][N:29]([C:30]2([CH2:33][OH:34])[CH2:31][CH2:32]2)[C:55](=[O:56])[O:57][C:58]([CH3:61])([CH3:60])[CH3:59])[C:9]=1[Br:35]. (3) Given the reactants [CH2:1]([O:3][C:4](=[O:17])[CH2:5][NH:6][C:7]1[CH:12]=[CH:11][CH:10]=[C:9]([C:13]([F:16])([F:15])[F:14])[CH:8]=1)[CH3:2].[CH2:18]=O.[CH:20]([S:22]([C:25]1[CH:30]=[CH:29][CH:28]=[CH:27][C:26]=1[C:31]([F:34])([F:33])[F:32])(=[O:24])=[O:23])=[CH2:21], predict the reaction product. The product is: [CH2:1]([O:3][C:4]([CH:5]1[CH2:18][CH:20]([S:22]([C:25]2[CH:30]=[CH:29][CH:28]=[CH:27][C:26]=2[C:31]([F:32])([F:34])[F:33])(=[O:23])=[O:24])[CH2:21][N:6]1[C:7]1[CH:12]=[CH:11][CH:10]=[C:9]([C:13]([F:14])([F:16])[F:15])[CH:8]=1)=[O:17])[CH3:2]. (4) Given the reactants Cl.[CH2:2]([O:9][C:10]1[CH:15]=[CH:14][C:13]([N+:16]([O-])=O)=[C:12]([CH3:19])[CH:11]=1)[C:3]1[CH:8]=[CH:7][CH:6]=[CH:5][CH:4]=1.C(=O)([O-])[O-].[K+].[K+], predict the reaction product. The product is: [CH2:2]([O:9][C:10]1[CH:15]=[CH:14][C:13]([NH2:16])=[C:12]([CH3:19])[CH:11]=1)[C:3]1[CH:4]=[CH:5][CH:6]=[CH:7][CH:8]=1. (5) Given the reactants [OH-].[Na+].[S].[NH2:4][NH2:5].[Br:6][C:7]1[CH:8]=[C:9]([CH:12]=[CH:13][CH:14]=1)[CH:10]=O, predict the reaction product. The product is: [Br:6][C:7]1[CH:8]=[C:9]([CH:12]=[CH:13][CH:14]=1)/[CH:10]=[N:4]/[N:5]=[CH:10]/[C:9]1[CH:12]=[CH:13][CH:14]=[C:7]([Br:6])[CH:8]=1. (6) Given the reactants [NH:1]1[CH:5]=[CH:4][N:3]=[CH:2]1.C(O)(=O)C.[CH:10]([CH:12]=[CH2:13])=[O:11], predict the reaction product. The product is: [N:1]1[CH:5]=[CH:4][N:3]2[CH2:13][CH2:12][CH:10]([OH:11])[C:2]=12.